Dataset: NCI-60 drug combinations with 297,098 pairs across 59 cell lines. Task: Regression. Given two drug SMILES strings and cell line genomic features, predict the synergy score measuring deviation from expected non-interaction effect. Drug 1: C1=CC(=CC=C1CCC2=CNC3=C2C(=O)NC(=N3)N)C(=O)NC(CCC(=O)O)C(=O)O. Drug 2: COC1=C2C(=CC3=C1OC=C3)C=CC(=O)O2. Cell line: HCC-2998. Synergy scores: CSS=33.9, Synergy_ZIP=3.22, Synergy_Bliss=3.30, Synergy_Loewe=-9.52, Synergy_HSA=1.40.